From a dataset of Catalyst prediction with 721,799 reactions and 888 catalyst types from USPTO. Predict which catalyst facilitates the given reaction. Reactant: [CH3:1][O:2][C:3]1[CH:4]=[CH:5][C:6]([NH:11][C:12]2[C:13]3[N:14]([N:27]=[CH:28][N:29]=3)[CH:15]=[C:16]([C:18]3[CH:19]=[C:20]([CH:24]=[CH:25][CH:26]=3)[C:21]([O-])=[O:22])[CH:17]=2)=[N:7][C:8]=1[O:9][CH3:10].[K+].[NH2:31][C:32]1[CH:33]=[C:34]2[C:38](=[CH:39][CH:40]=1)[NH:37][C:36](=[O:41])[CH2:35]2.CN(C(ON1N=NC2C=CC=NC1=2)=[N+](C)C)C.F[P-](F)(F)(F)(F)F.CCN(C(C)C)C(C)C. Product: [CH3:1][O:2][C:3]1[CH:4]=[CH:5][C:6]([NH:11][C:12]2[C:13]3[N:14]([N:27]=[CH:28][N:29]=3)[CH:15]=[C:16]([C:18]3[CH:19]=[C:20]([CH:24]=[CH:25][CH:26]=3)[C:21]([NH:31][C:32]3[CH:33]=[C:34]4[C:38](=[CH:39][CH:40]=3)[NH:37][C:36](=[O:41])[CH2:35]4)=[O:22])[CH:17]=2)=[N:7][C:8]=1[O:9][CH3:10]. The catalyst class is: 3.